From a dataset of Forward reaction prediction with 1.9M reactions from USPTO patents (1976-2016). Predict the product of the given reaction. (1) Given the reactants [NH2:1][C:2]1[C:3]2[CH:11]=[CH:10][N:9]([C@@H:12]3[O:16][C@@:15]([CH2:19]O)([CH:17]=[O:18])[C@@H:14]([O:21][Si:22]([C:25]([CH3:28])([CH3:27])[CH3:26])([CH3:24])[CH3:23])[CH2:13]3)[C:4]=2[N:5]=[C:6]([Cl:8])[N:7]=1.[C:29](=O)([O-])[O-].[K+].[K+].[N+](=C(P(=O)(OC)OC)C(=O)C)=[N-], predict the reaction product. The product is: [NH2:1][C:2]1[C:3]2[CH:11]=[CH:10][N:9]([C@@H:12]3[O:16][C@@:15]([CH2:17][OH:18])([C:19]#[CH:29])[C@@H:14]([O:21][Si:22]([C:25]([CH3:26])([CH3:27])[CH3:28])([CH3:24])[CH3:23])[CH2:13]3)[C:4]=2[N:5]=[C:6]([Cl:8])[N:7]=1. (2) Given the reactants [Cl:1][C:2]1[C:3]([O:26][CH2:27][CH3:28])=[C:4]([C:17]([CH3:25])=[C:18]([F:24])[C:19](OCC)=[O:20])[CH:5]=[C:6]2[C:11]=1[O:10][C:9]([CH3:13])([CH3:12])[CH:8]=[C:7]2[CH:14]([CH3:16])[CH3:15].ClC1C(OCC)=C(/C(/C)=C(/F)\C(OCC)=O)C=C2C=1OC(C)(C)C=C2C(C)C.[H-].C([Al+]CC(C)C)C(C)C, predict the reaction product. The product is: [Cl:1][C:2]1[C:3]([O:26][CH2:27][CH3:28])=[C:4](/[C:17](/[CH3:25])=[C:18](/[F:24])\[CH2:19][OH:20])[CH:5]=[C:6]2[C:11]=1[O:10][C:9]([CH3:12])([CH3:13])[CH:8]=[C:7]2[CH:14]([CH3:16])[CH3:15]. (3) Given the reactants [NH2:1][C:2]1[CH:3]=[C:4]2[C:8](=[CH:9][CH:10]=1)[N:7]([CH:11]([CH3:14])[CH2:12][F:13])[C:6](=[O:15])[CH2:5]2.[C:16]([O:20][C:21](=[O:27])[NH:22][CH2:23][C@H:24]1[CH2:26][O:25]1)([CH3:19])([CH3:18])[CH3:17].FC(F)(F)S([O-])(=O)=O.[Li+], predict the reaction product. The product is: [C:16]([O:20][C:21](=[O:27])[NH:22][CH2:23][C@H:24]([OH:25])[CH2:26][NH:1][C:2]1[CH:3]=[C:4]2[C:8](=[CH:9][CH:10]=1)[N:7]([CH:11]([CH3:14])[CH2:12][F:13])[C:6](=[O:15])[CH2:5]2)([CH3:18])([CH3:17])[CH3:19]. (4) Given the reactants [CH:1]([C:3]1[CH:16]=[CH:15][C:6]([CH:7]=[C:8]2[S:12][C:11](=[O:13])[NH:10][C:9]2=[O:14])=[CH:5][CH:4]=1)=O.[CH3:17][C:18]1[C:23]([CH3:24])=[CH:22][C:21]([NH2:25])=[C:20]([NH2:26])[CH:19]=1, predict the reaction product. The product is: [CH3:17][C:18]1[C:23]([CH3:24])=[CH:22][C:21]2[N:25]=[C:1]([C:3]3[CH:16]=[CH:15][C:6]([CH:7]=[C:8]4[S:12][C:11](=[O:13])[NH:10][C:9]4=[O:14])=[CH:5][CH:4]=3)[NH:26][C:20]=2[CH:19]=1. (5) Given the reactants O.C(OP(O)(O)=O)[C@H]1O[C@@H](O)[C@H](O)[C@@H](O)[C@@H]1O.O.O.O.O.O.O.[Cl-].[Mg+2].[Cl-].[CH:27]1[CH:32]=[N+:31]([C@@H:33]2[O:37][C@H:36]([CH2:38][O:39][P:40]([O:43][P:44]([O:47][CH2:48][C@H:49]3[O:53][C@@H:52]([N:54]4[C:58]5[N:59]=[CH:60][N:61]=[C:62]([NH2:63])[C:57]=5[N:56]=[CH:55]4)[C@H:51]([O:64][P:65]([OH:68])([OH:67])=[O:66])[C@@H:50]3[OH:69])([OH:46])=[O:45])([OH:42])=[O:41])[C@@H:35]([OH:70])[C@H:34]2[OH:71])[CH:30]=[C:29]([C:72]([NH2:74])=[O:73])[CH:28]=1, predict the reaction product. The product is: [CH:60]1[N:61]=[C:62]([NH2:63])[C:57]2[N:56]=[CH:55][N:54]([C@@H:52]3[O:53][C@H:49]([CH2:48][O:47][P:44]([O:43][P:40]([O:39][CH2:38][C@H:36]4[O:37][C@@H:33]([N:31]5[CH:30]=[C:29]([C:72]([NH2:74])=[O:73])[CH2:28][CH:27]=[CH:32]5)[C@H:34]([OH:71])[C@@H:35]4[OH:70])([OH:42])=[O:41])([OH:46])=[O:45])[C@@H:50]([OH:69])[C@H:51]3[O:64][P:65]([OH:68])([OH:67])=[O:66])[C:58]=2[N:59]=1. (6) Given the reactants [NH2:1][C:2]1[CH:3]=[C:4]([CH:7]=[CH:8][C:9]=1[NH2:10])[C:5]#[N:6].[CH3:11][C:12](OC(C)=O)=O, predict the reaction product. The product is: [CH3:11][C:12]1[NH:10][C:9]2[CH:8]=[CH:7][C:4]([C:5]#[N:6])=[CH:3][C:2]=2[N:1]=1. (7) Given the reactants [Cl:1][C:2]1[CH:3]=[C:4]([CH:8]=[CH:9][N:10]=1)[C:5]([OH:7])=[O:6].[CH2:11](O)[CH3:12].OS(O)(=O)=O, predict the reaction product. The product is: [CH2:11]([O:6][C:5](=[O:7])[C:4]1[CH:8]=[CH:9][N:10]=[C:2]([Cl:1])[CH:3]=1)[CH3:12].